This data is from Reaction yield outcomes from USPTO patents with 853,638 reactions. The task is: Predict the reaction yield, written as a fraction of the theoretical maximum amount of product (1.0 means a 100% yield; for example, 0.34 means a 34% yield). (1) The reactants are FC(F)(F)S(O[C:7]1[CH:12]=[C:11]([CH3:13])[N:10]([CH2:14][C:15]2[CH:16]=[N:17][CH:18]=[CH:19][CH:20]=2)[C:9](=[O:21])[C:8]=1[Br:22])(=O)=O.CCN(C(C)C)C(C)C.[F:34][C:35]1[CH:40]=[CH:39][C:38]([C:41]#[CH:42])=[CH:37][CH:36]=1. The catalyst is CN(C=O)C.Cl[Pd](Cl)([P](C1C=CC=CC=1)(C1C=CC=CC=1)C1C=CC=CC=1)[P](C1C=CC=CC=1)(C1C=CC=CC=1)C1C=CC=CC=1. The product is [Br:22][C:8]1[C:9](=[O:21])[N:10]([CH2:14][C:15]2[CH:16]=[N:17][CH:18]=[CH:19][CH:20]=2)[C:11]([CH3:13])=[CH:12][C:7]=1[CH2:42][CH2:41][C:38]1[CH:39]=[CH:40][C:35]([F:34])=[CH:36][CH:37]=1. The yield is 0.690. (2) The reactants are [Cl:1][C:2]1[CH:3]=[C:4]([OH:13])[C:5]([CH3:12])=[C:6]([CH:11]=1)[C:7]([O:9][CH3:10])=[O:8].CS(O[CH:19]1[CH2:24][CH2:23][N:22]([C:25]([O:27][C:28]([CH3:31])([CH3:30])[CH3:29])=[O:26])[CH2:21][CH2:20]1)(=O)=O.C(=O)([O-])[O-].[Cs+].[Cs+]. The catalyst is CN(C=O)C. The product is [Cl:1][C:2]1[CH:11]=[C:6]([C:7]([O:9][CH3:10])=[O:8])[C:5]([CH3:12])=[C:4]([CH:3]=1)[O:13][CH:19]1[CH2:24][CH2:23][N:22]([C:25]([O:27][C:28]([CH3:31])([CH3:30])[CH3:29])=[O:26])[CH2:21][CH2:20]1. The yield is 0.820. (3) The reactants are [OH-].[Na+].C[O:4][C:5](=[O:42])[CH2:6][C:7]1[CH:8]=[C:9]([C:15]2[CH:20]=[CH:19][C:18]([C:21]([CH2:39][CH3:40])([C:24]3[CH:29]=[CH:28][C:27](/[CH:30]=[CH:31]/[C:32]([CH2:36][CH3:37])([OH:35])[CH2:33][CH3:34])=[C:26]([CH3:38])[CH:25]=3)[CH2:22][CH3:23])=[CH:17][C:16]=2[CH3:41])[CH:10]=[CH:11][C:12]=1[O:13][CH3:14].[Cl-].[NH4+]. The catalyst is CO.O1CCCC1. The product is [CH2:22]([C:21]([C:18]1[CH:19]=[CH:20][C:15]([C:9]2[CH:10]=[CH:11][C:12]([O:13][CH3:14])=[C:7]([CH2:6][C:5]([OH:42])=[O:4])[CH:8]=2)=[C:16]([CH3:41])[CH:17]=1)([C:24]1[CH:29]=[CH:28][C:27](/[CH:30]=[CH:31]/[C:32]([CH2:33][CH3:34])([OH:35])[CH2:36][CH3:37])=[C:26]([CH3:38])[CH:25]=1)[CH2:39][CH3:40])[CH3:23]. The yield is 0.780. (4) The reactants are [CH2:1]([O:8][C:9]([NH:11][CH2:12][CH2:13][N:14]([CH2:37][CH2:38][NH:39][C:40]([O:42][CH2:43][C:44]1[CH:49]=[CH:48][CH:47]=[CH:46][CH:45]=1)=[O:41])[CH2:15][CH2:16][CH2:17][C@H:18]([N:22](C(OC(C)(C)C)=O)C(OC(C)(C)C)=O)[C:19]([OH:21])=[O:20])=[O:10])[C:2]1[CH:7]=[CH:6][CH:5]=[CH:4][CH:3]=1. The catalyst is C(O)(C(F)(F)F)=O. The product is [NH2:22][C@@H:18]([CH2:17][CH2:16][CH2:15][N:14]([CH2:37][CH2:38][NH:39][C:40]([O:42][CH2:43][C:44]1[CH:45]=[CH:46][CH:47]=[CH:48][CH:49]=1)=[O:41])[CH2:13][CH2:12][NH:11][C:9]([O:8][CH2:1][C:2]1[CH:3]=[CH:4][CH:5]=[CH:6][CH:7]=1)=[O:10])[C:19]([OH:21])=[O:20]. The yield is 0.900. (5) The reactants are [Br:1][C:2]1[C:3]([OH:17])=[C:4]([C:13]([O:15][CH3:16])=[O:14])[S:5][C:6]=1[C:7]1[N:11]([CH3:12])[N:10]=[CH:9][CH:8]=1.CO.[CH:20]1C=CC(P(C2C=CC=CC=2)C2C=CC=CC=2)=CC=1.CCOC(/N=N/C(OCC)=O)=O. The catalyst is C1COCC1. The product is [Br:1][C:2]1[C:3]([O:17][CH3:20])=[C:4]([C:13]([O:15][CH3:16])=[O:14])[S:5][C:6]=1[C:7]1[N:11]([CH3:12])[N:10]=[CH:9][CH:8]=1. The yield is 0.740. (6) The reactants are [F:1][C:2]1[CH:3]=[N:4][CH:5]=[CH:6][C:7]=1[CH:8]([OH:10])[CH3:9]. The catalyst is C1(C)C=CC=CC=1.O=[Mn]=O. The product is [F:1][C:2]1[CH:3]=[N:4][CH:5]=[CH:6][C:7]=1[C:8](=[O:10])[CH3:9]. The yield is 0.700. (7) The reactants are [O:1]=[C:2]1[C:10]2[C:5](=[CH:6][CH:7]=[CH:8][CH:9]=2)[C:4](=[O:11])[N:3]1[CH2:12][CH:13]=O.Cl.[C:16]([O:20][C:21](=[O:28])[C@H:22]([C:24]([CH3:27])([CH3:26])[CH3:25])[NH2:23])([CH3:19])([CH3:18])[CH3:17].[Na]. The catalyst is O1CCCC1.C(OCC)(=O)C. The product is [O:11]=[C:4]1[C:5]2[C:10](=[CH:9][CH:8]=[CH:7][CH:6]=2)[C:2](=[O:1])[N:3]1[CH2:12][CH2:13][NH:23][C@H:22]([C:21]([O:20][C:16]([CH3:19])([CH3:18])[CH3:17])=[O:28])[C:24]([CH3:27])([CH3:25])[CH3:26]. The yield is 0.982. (8) The reactants are [CH:1]1([CH2:4][O:5][C:6]2[N:11]=[C:10]([C:12]([OH:14])=O)[CH:9]=[CH:8][C:7]=2[N:15]2[CH2:18][CH:17]([O:19][CH3:20])[CH2:16]2)[CH2:3][CH2:2]1.Cl.[O:22]=[S:23]1(=[O:31])[CH2:27][CH:26]([C:28]([NH2:30])=[O:29])[NH:25][CH2:24]1. No catalyst specified. The product is [CH:1]1([CH2:4][O:5][C:6]2[N:11]=[C:10]([C:12]([N:25]3[CH:26]([C:28]([NH2:30])=[O:29])[CH2:27][S:23](=[O:31])(=[O:22])[CH2:24]3)=[O:14])[CH:9]=[CH:8][C:7]=2[N:15]2[CH2:18][CH:17]([O:19][CH3:20])[CH2:16]2)[CH2:2][CH2:3]1. The yield is 0.330.